Predict the reaction yield, written as a fraction of the theoretical maximum amount of product (1.0 means a 100% yield; for example, 0.34 means a 34% yield). From a dataset of Reaction yield outcomes from USPTO patents with 853,638 reactions. (1) The catalyst is C(O)C. The product is [CH2:18]([O:17][CH2:16][C:4]1[N:3]=[C:2]([NH2:1])[N:7]=[C:6]([NH2:8])[C:5]=1[C:9]1[CH:10]=[CH:11][C:12]([O:15][CH2:34][C:33]2[CH:36]=[CH:37][C:30]([Cl:29])=[CH:31][CH:32]=2)=[CH:13][CH:14]=1)[C:19]1[CH:20]=[CH:21][CH:22]=[CH:23][CH:24]=1. The yield is 0.670. The reactants are [NH2:1][C:2]1[N:7]=[C:6]([NH2:8])[C:5]([C:9]2[CH:14]=[CH:13][C:12]([OH:15])=[CH:11][CH:10]=2)=[C:4]([CH2:16][O:17][CH2:18][C:19]2[CH:24]=[CH:23][CH:22]=[CH:21][CH:20]=2)[N:3]=1.[O-]CC.[K+].[Cl:29][C:30]1[CH:37]=[CH:36][C:33]([CH2:34]Br)=[CH:32][CH:31]=1.O. (2) The reactants are [Br:1][C:2]1[CH:7]=[C:6]([N+:8]([O-])=O)[CH:5]=[CH:4][C:3]=1[N:11]1[C:20](=[O:21])[C:19]2[C:14](=[CH:15][CH:16]=[CH:17][CH:18]=2)[NH:13][C:12]1=[O:22].O.O.[Sn](Cl)Cl.[OH-].[Na+]. The catalyst is C(OCC)(=O)C. The product is [NH2:8][C:6]1[CH:5]=[CH:4][C:3]([N:11]2[C:20](=[O:21])[C:19]3[C:14](=[CH:15][CH:16]=[CH:17][CH:18]=3)[NH:13][C:12]2=[O:22])=[C:2]([Br:1])[CH:7]=1. The yield is 0.940. (3) The catalyst is CN(C)C(=O)C.O. The reactants are [NH2:1][C:2]1[CH:10]=[C:9]([O:11][CH3:12])[C:8]([O:13][CH3:14])=[CH:7][C:3]=1[C:4]([NH2:6])=[O:5].[CH3:15][C:16]1[CH:17]=[C:18]([CH:21]=[C:22]([CH3:25])[C:23]=1[OH:24])[CH:19]=O.S([O-])(O)=O.[Na+].C1(C)C=CC(S(O)(=O)=O)=CC=1. The yield is 0.880. The product is [OH:24][C:23]1[C:22]([CH3:25])=[CH:21][C:18]([C:19]2[NH:6][C:4](=[O:5])[C:3]3[C:2](=[CH:10][C:9]([O:11][CH3:12])=[C:8]([O:13][CH3:14])[CH:7]=3)[N:1]=2)=[CH:17][C:16]=1[CH3:15].